Task: Predict the product of the given reaction.. Dataset: Forward reaction prediction with 1.9M reactions from USPTO patents (1976-2016) (1) The product is: [CH3:5][NH:23][CH2:21][CH:19]([C:11]1[N:10]([CH3:9])[C:18]2[C:13]([CH:12]=1)=[CH:14][CH:15]=[CH:16][CH:17]=2)[OH:20]. Given the reactants [OH-].[K+].O.[I-].[CH3:5][S+](C)C.[CH3:9][N:10]1[C:18]2[C:13](=[CH:14][CH:15]=[CH:16][CH:17]=2)[CH:12]=[C:11]1[CH:19]=[O:20].[C:21](#[N:23])C, predict the reaction product. (2) Given the reactants [CH2:1]([O:8][C:9]1[CH:10]=[C:11]2[C:15](=[CH:16][C:17]=1[O:18][CH3:19])[NH:14][CH:13]=[CH:12]2)[C:2]1[CH:7]=[CH:6][CH:5]=[CH:4][CH:3]=1.C([Mg]Br)C.[CH3:24][C:25]1([CH3:33])[C:27]([CH3:29])([CH3:28])[CH:26]1[C:30](Cl)=[O:31], predict the reaction product. The product is: [CH2:1]([O:8][C:9]1[CH:10]=[C:11]2[C:15](=[CH:16][C:17]=1[O:18][CH3:19])[NH:14][CH:13]=[C:12]2[C:30]([CH:26]1[C:27]([CH3:29])([CH3:28])[C:25]1([CH3:33])[CH3:24])=[O:31])[C:2]1[CH:3]=[CH:4][CH:5]=[CH:6][CH:7]=1. (3) Given the reactants [BH4-].[Na+].C[O:4][C:5](=O)[C@@H:6]([NH:15][C:16]([C:18]1[CH:26]=[C:25]2[C:21]([CH:22]=[N:23][N:24]2[CH2:27][CH:28]([CH3:30])[CH3:29])=[CH:20][C:19]=1[O:31][C:32]1[CH:37]=[CH:36][C:35]([F:38])=[CH:34][C:33]=1[F:39])=[O:17])[CH2:7][CH2:8][N:9]1[CH2:14][CH2:13][CH2:12][CH2:11][CH2:10]1, predict the reaction product. The product is: [OH:4][CH2:5][C@@H:6]([NH:15][C:16]([C:18]1[CH:26]=[C:25]2[C:21]([CH:22]=[N:23][N:24]2[CH2:27][CH:28]([CH3:30])[CH3:29])=[CH:20][C:19]=1[O:31][C:32]1[CH:37]=[CH:36][C:35]([F:38])=[CH:34][C:33]=1[F:39])=[O:17])[CH2:7][CH2:8][N:9]1[CH2:14][CH2:13][CH2:12][CH2:11][CH2:10]1. (4) The product is: [O:1]1[C:5]([C:6]2[CH:7]=[C:8]([NH2:12])[CH:9]=[CH:10][CH:11]=2)=[CH:4][N:3]=[CH:2]1. Given the reactants [O:1]1[C:5]([C:6]2[CH:7]=[C:8]([N+:12]([O-])=O)[CH:9]=[CH:10][CH:11]=2)=[CH:4][N:3]=[CH:2]1.[H][H], predict the reaction product.